This data is from Full USPTO retrosynthesis dataset with 1.9M reactions from patents (1976-2016). The task is: Predict the reactants needed to synthesize the given product. (1) Given the product [Cl:1][C:2]1[CH:7]=[CH:6][C:5]([O:8][CH:13]([C:15]2[CH:20]=[CH:19][CH:18]=[CH:17][CH:16]=2)[CH3:14])=[CH:4][C:3]=1[N+:9]([O-:11])=[O:10], predict the reactants needed to synthesize it. The reactants are: [Cl:1][C:2]1[CH:7]=[CH:6][C:5]([OH:8])=[CH:4][C:3]=1[N+:9]([O-:11])=[O:10].Br[CH:13]([C:15]1[CH:20]=[CH:19][CH:18]=[CH:17][CH:16]=1)[CH3:14].C(=O)([O-])[O-].[Na+].[Na+]. (2) Given the product [CH2:25]([NH:28][C:33]([CH3:35])([CH3:34])[CH2:32][CH2:31][N:8]1[C:9]2[CH:10]=[CH:11][C:2]([Cl:1])=[CH:3][C:4]=2[C:5]2=[N:15][N:14]([CH:16]3[CH2:21][CH2:20][CH2:19][CH2:18][O:17]3)[C:13]([CH3:22])=[C:6]2[C:7]1=[O:12])[CH:26]=[CH2:27], predict the reactants needed to synthesize it. The reactants are: [Cl:1][C:2]1[CH:11]=[CH:10][C:9]2[NH:8][C:7](=[O:12])[C:6]3=[C:13]([CH3:22])[N:14]([CH:16]4[CH2:21][CH2:20][CH2:19][CH2:18][O:17]4)[N:15]=[C:5]3[C:4]=2[CH:3]=1.[H-].[Na+].[CH2:25]([N:28]1[C:33]([CH3:35])([CH3:34])[CH2:32][CH2:31]OS1(=O)=O)[CH:26]=[CH2:27].